From a dataset of Reaction yield outcomes from USPTO patents with 853,638 reactions. Predict the reaction yield, written as a fraction of the theoretical maximum amount of product (1.0 means a 100% yield; for example, 0.34 means a 34% yield). The reactants are [CH3:1][C:2]1[O:6][N:5]=[C:4]([C:7]2[CH:12]=[CH:11][N:10]=[CH:9][CH:8]=2)[C:3]=1[CH2:13][O:14][C:15]1[CH:23]=[CH:22][C:18]([C:19]([OH:21])=O)=[CH:17][N:16]=1.COC(=O)C1C=CC(OCC2C(C3C=CC=C(F)C=3)=NOC=2C)=NC=1.[F:49][C:50]([F:54])([F:53])[CH2:51][NH2:52]. No catalyst specified. The product is [CH3:1][C:2]1[O:6][N:5]=[C:4]([C:7]2[CH:8]=[CH:9][N:10]=[CH:11][CH:12]=2)[C:3]=1[CH2:13][O:14][C:15]1[CH:23]=[CH:22][C:18]([C:19]([NH:52][CH2:51][C:50]([F:54])([F:53])[F:49])=[O:21])=[CH:17][N:16]=1. The yield is 0.140.